Dataset: Catalyst prediction with 721,799 reactions and 888 catalyst types from USPTO. Task: Predict which catalyst facilitates the given reaction. Reactant: [Br:1][C:2]1[C:10]2[NH:9][N:8]=[C:7]([Cl:11])[C:6]=2[C:5]2[CH2:12][N:13]([CH2:23][C:24]([F:27])([F:26])[F:25])[C:14](=[O:22])[C@H:15]([CH2:17][C:18]([O:20]C)=[O:19])[CH2:16][C:4]=2[CH:3]=1.O.O.[OH-].[Li+]. Product: [Br:1][C:2]1[C:10]2[NH:9][N:8]=[C:7]([Cl:11])[C:6]=2[C:5]2[CH2:12][N:13]([CH2:23][C:24]([F:25])([F:26])[F:27])[C:14](=[O:22])[C@H:15]([CH2:17][C:18]([OH:20])=[O:19])[CH2:16][C:4]=2[CH:3]=1. The catalyst class is: 83.